This data is from Forward reaction prediction with 1.9M reactions from USPTO patents (1976-2016). The task is: Predict the product of the given reaction. (1) Given the reactants [CH3:1][C:2]1[N:3]=[CH:4]O[C:6]=1[CH3:7].[C:8]([O:12][CH2:13][CH3:14])(=[O:11])[CH:9]=[CH2:10].C1(C=CC(O)=CC=1)O, predict the reaction product. The product is: [CH2:13]([O:12][C:8](=[O:11])[C:9]1[CH:10]=[CH:4][N:3]=[C:2]([CH3:1])[C:6]=1[CH3:7])[CH3:14]. (2) Given the reactants [F:1][C:2]1[CH:3]=[C:4]([CH:19]=[CH:20][CH:21]=1)[CH2:5][O:6][C:7]1[CH:12]=[CH:11][C:10]([CH:13]=[C:14]([CH3:18])[C:15](O)=[O:16])=[CH:9][CH:8]=1.C(Cl)(=O)C(Cl)=O.[NH3:28], predict the reaction product. The product is: [F:1][C:2]1[CH:3]=[C:4]([CH:19]=[CH:20][CH:21]=1)[CH2:5][O:6][C:7]1[CH:12]=[CH:11][C:10]([CH:13]=[C:14]([CH3:18])[C:15]([NH2:28])=[O:16])=[CH:9][CH:8]=1. (3) The product is: [Cl:23][C:18]1[CH:17]=[C:16]([N:15]([CH2:24][CH:25]2[CH2:26][CH2:27][CH2:28][CH2:29]2)[C:13](=[O:14])[NH:12][C:10]2[S:11][C:7]([S:6][CH2:5][C:4]([OH:30])=[O:3])=[CH:8][N:9]=2)[CH:21]=[CH:20][C:19]=1[F:22]. Given the reactants C([O:3][C:4](=[O:30])[CH2:5][S:6][C:7]1[S:11][C:10]([NH:12][C:13]([N:15]([CH2:24][CH:25]2[CH2:29][CH2:28][CH2:27][CH2:26]2)[C:16]2[CH:21]=[CH:20][C:19]([F:22])=[C:18]([Cl:23])[CH:17]=2)=[O:14])=[N:9][CH:8]=1)C.C1(CN(C2C=CC(S(C)(=O)=O)=CC=2)C(=O)NC2SC=C(CC(O)=O)N=2)CCCC1.C1(CNC2C=CC(F)=C(Cl)C=2)CCCC1.C(OC(=O)CSC1SC(N)=NC=1)C, predict the reaction product.